The task is: Predict the reactants needed to synthesize the given product.. This data is from Full USPTO retrosynthesis dataset with 1.9M reactions from patents (1976-2016). Given the product [ClH:1].[CH2:15]([C:17]1([CH2:23][CH3:24])[CH2:21][CH2:20][N:19]([C:2]2[CH:7]=[CH:6][N:5]=[C:4]([NH:8][C:9]3[CH:10]=[N:11][N:12]([CH3:14])[CH:13]=3)[N:3]=2)[C:18]1=[O:22])[CH3:16], predict the reactants needed to synthesize it. The reactants are: [Cl:1][C:2]1[CH:7]=[CH:6][N:5]=[C:4]([NH:8][C:9]2[CH:10]=[N:11][N:12]([CH3:14])[CH:13]=2)[N:3]=1.[CH2:15]([C:17]1([CH2:23][CH3:24])[CH2:21][CH2:20][NH:19][C:18]1=[O:22])[CH3:16].C(=O)([O-])[O-].[Cs+].[Cs+].C1(P(C2C=CC=CC=2)C2C=CC3C(=CC=CC=3)C=2C2C3C(=CC=CC=3)C=CC=2P(C2C=CC=CC=2)C2C=CC=CC=2)C=CC=CC=1.